This data is from Catalyst prediction with 721,799 reactions and 888 catalyst types from USPTO. The task is: Predict which catalyst facilitates the given reaction. (1) Reactant: [Br:1][C:2]1[CH:7]=[CH:6][C:5]([OH:8])=[CH:4][CH:3]=1.Br[CH2:10][CH2:11][CH2:12][OH:13].CN(C)C=O.C(=O)([O-])[O-].[K+].[K+]. Product: [Br:1][C:2]1[CH:7]=[CH:6][C:5]([O:8][CH2:10][CH2:11][CH2:12][OH:13])=[CH:4][CH:3]=1. The catalyst class is: 232. (2) Reactant: [Cl-].[Al+3].[Cl-].[Cl-].[H-].[Al+3].[Li+].[H-].[H-].[H-].[CH3:11][C:12]1([CH3:45])[C@H:16]([C:17]2[CH:22]=[CH:21][C:20]([CH3:23])=[CH:19][CH:18]=2)[C:15]2[C:24]([CH3:44])=[C:25]([N:30]3[C:35](=O)[CH2:34][CH:33]([C:37]4[CH:42]=[CH:41][CH:40]=[CH:39][CH:38]=4)[CH2:32][C:31]3=O)[C:26]([CH3:29])=[C:27]([CH3:28])[C:14]=2[O:13]1.O. Product: [CH3:11][C:12]1([CH3:45])[C@H:16]([C:17]2[CH:18]=[CH:19][C:20]([CH3:23])=[CH:21][CH:22]=2)[C:15]2[C:24]([CH3:44])=[C:25]([N:30]3[CH2:35][CH2:34][CH:33]([C:37]4[CH:42]=[CH:41][CH:40]=[CH:39][CH:38]=4)[CH2:32][CH2:31]3)[C:26]([CH3:29])=[C:27]([CH3:28])[C:14]=2[O:13]1. The catalyst class is: 1. (3) Reactant: Cl.[OH:2][NH3+:3].[F:4][C:5]1[CH:10]=[CH:9][C:8]([N:11]2[C:14](=[O:15])[CH:13]([CH2:16][CH2:17][CH:18]([C:20]3[CH:25]=[CH:24][C:23]([F:26])=[CH:22][CH:21]=3)[OH:19])[CH:12]2C2C=CC=CC=2C#N)=[CH:7][CH:6]=1.C([N:37]([CH2:40][CH3:41])CC)C. Product: [F:4][C:5]1[CH:10]=[CH:9][C:8]([N:11]2[C:14](=[O:15])[CH:13]([CH2:16][CH2:17][CH:18]([C:20]3[CH:21]=[CH:22][C:23]([F:26])=[CH:24][CH:25]=3)[OH:19])[CH:12]2[C:5]2[CH:10]=[CH:9][C:41]([C:40]([NH:3][OH:2])=[NH:37])=[CH:7][CH:6]=2)=[CH:7][CH:6]=1. The catalyst class is: 32. (4) Reactant: [CH2:1]([O:13][C:14]1[C:15]2[S:42][CH:41]=[CH:40][C:16]=2[C:17]2[CH:18]=[C:19]([O:27][CH2:28][CH2:29][CH2:30][CH2:31][CH2:32][CH2:33][CH2:34][CH2:35][CH2:36][CH2:37][CH2:38][CH3:39])[C:20]3[S:26][CH:25]=[CH:24][C:21]=3[C:22]=2[CH:23]=1)[CH2:2][CH2:3][CH2:4][CH2:5][CH2:6][CH2:7][CH2:8][CH2:9][CH2:10][CH2:11][CH3:12].C1COCC1.[Li+].CCC[CH2-].[CH3:53][Sn:54](Cl)([CH3:56])[CH3:55]. Product: [CH2:28]([O:27][C:19]1[C:20]2[S:26][C:25]([Sn:54]([CH3:56])([CH3:55])[CH3:53])=[CH:24][C:21]=2[C:22]2[CH:23]=[C:14]([O:13][CH2:1][CH2:2][CH2:3][CH2:4][CH2:5][CH2:6][CH2:7][CH2:8][CH2:9][CH2:10][CH2:11][CH3:12])[C:15]3[S:42][C:41]([Sn:54]([CH3:56])([CH3:55])[CH3:53])=[CH:40][C:16]=3[C:17]=2[CH:18]=1)[CH2:29][CH2:30][CH2:31][CH2:32][CH2:33][CH2:34][CH2:35][CH2:36][CH2:37][CH2:38][CH3:39]. The catalyst class is: 81. (5) Reactant: [CH3:1][C@@:2]1([CH2:13][N:14]2[CH2:19][CH2:18][N:17]([C:20](OC(C)(C)C)=O)[CH2:16][CH2:15]2)[O:6][C:5]2=[N:7][C:8]([N+:10]([O-:12])=[O:11])=[CH:9][N:4]2[CH2:3]1.FC(F)(F)C(O)=O.[F:34][C:35]([F:51])([F:50])[C:36]1[CH:41]=[CH:40][C:39]([C:42]2[CH:47]=[CH:46][C:45](C=O)=[CH:44][CH:43]=2)=[CH:38][CH:37]=1.[B-]C#N.[Na+].C(O)(=O)C. Product: [CH3:1][C@@:2]1([CH2:13][N:14]2[CH2:19][CH2:18][N:17]([CH2:20][C:45]3[CH:44]=[CH:43][C:42]([C:39]4[CH:40]=[CH:41][C:36]([C:35]([F:34])([F:50])[F:51])=[CH:37][CH:38]=4)=[CH:47][CH:46]=3)[CH2:16][CH2:15]2)[O:6][C:5]2=[N:7][C:8]([N+:10]([O-:12])=[O:11])=[CH:9][N:4]2[CH2:3]1. The catalyst class is: 2. (6) Product: [CH2:17]([N:4]1[C:5]2[C:10](=[CH:9][C:8]([C:11]([O:13][CH3:14])=[O:12])=[CH:7][CH:6]=2)[C:2]([Br:1])=[N:3]1)[C:18]1[CH:23]=[CH:22][CH:21]=[CH:20][CH:19]=1. Reactant: [Br:1][C:2]1[C:10]2[C:5](=[CH:6][CH:7]=[C:8]([C:11]([O:13][CH3:14])=[O:12])[CH:9]=2)[NH:4][N:3]=1.[H-].[Na+].[CH2:17](Br)[C:18]1[CH:23]=[CH:22][CH:21]=[CH:20][CH:19]=1. The catalyst class is: 3. (7) Reactant: [C:1](#[N:5])[CH2:2][C:3]#[N:4].[CH2:6]([OH:8])[CH3:7].[ClH:9]. Product: [ClH:9].[C:3]([CH2:2][C:1](=[NH:5])[O:8][CH2:6][CH3:7])#[N:4]. The catalyst class is: 28. (8) Reactant: [CH2:1]([O:8][C:9]([N:11]([C:18]([O:20][CH2:21][C:22]1[CH:27]=[CH:26][CH:25]=[CH:24][CH:23]=1)=[O:19])[CH2:12][CH2:13][CH2:14][CH2:15][C:16]#[CH:17])=[O:10])[C:2]1[CH:7]=[CH:6][CH:5]=[CH:4][CH:3]=1.C([N-]C(C)C)(C)C.[Li+].[OH:36][C:37]([CH3:42])([CH3:41])[C:38](=[O:40])[CH3:39]. Product: [CH2:21]([O:20][C:18]([N:11]([C:9]([O:8][CH2:1][C:2]1[CH:3]=[CH:4][CH:5]=[CH:6][CH:7]=1)=[O:10])[CH2:12][CH2:13][CH2:14][CH2:15][C:16]#[C:17][C:38]([OH:40])([CH3:39])[C:37]([OH:36])([CH3:42])[CH3:41])=[O:19])[C:22]1[CH:23]=[CH:24][CH:25]=[CH:26][CH:27]=1. The catalyst class is: 1.